This data is from Reaction yield outcomes from USPTO patents with 853,638 reactions. The task is: Predict the reaction yield, written as a fraction of the theoretical maximum amount of product (1.0 means a 100% yield; for example, 0.34 means a 34% yield). (1) The product is [C:1]([O:5][C:6]([N:7]1[CH2:20][CH2:21][O:22][CH:9]([C:10]2[CH:15]=[CH:14][C:13]([N+:16]([O-:18])=[O:17])=[CH:12][CH:11]=2)[CH2:8]1)=[O:23])([CH3:4])([CH3:3])[CH3:2]. The catalyst is C1(C)C=CC=CC=1. The reactants are [C:1]([O:5][C:6](=[O:23])[N:7]([CH2:20][CH2:21][OH:22])[CH2:8][CH:9](O)[C:10]1[CH:15]=[CH:14][C:13]([N+:16]([O-:18])=[O:17])=[CH:12][CH:11]=1)([CH3:4])([CH3:3])[CH3:2].C1(P(C2C=CC=CC=2)C2C=CC=CC=2)C=CC=CC=1.C(N(CC)CC)C.CC(OC(/N=N/C(OC(C)(C)C)=O)=O)(C)C. The yield is 0.680. (2) The product is [Br:14][C:15]1[CH:22]=[C:21]([F:23])[CH:20]=[CH:19][C:16]=1[CH:17]1[C:26]([C:27]([O:29][CH2:30][CH3:31])=[O:28])=[C:25]([CH3:32])[NH:12][C:11]([C:9]2[S:10][C:6]([F:5])=[CH:7][N:8]=2)=[N:13]1. The reactants are C(O)(=O)C.[F:5][C:6]1[S:10][C:9]([C:11](=[NH:13])[NH2:12])=[N:8][CH:7]=1.[Br:14][C:15]1[CH:22]=[C:21]([F:23])[CH:20]=[CH:19][C:16]=1[CH:17]=O.O=[C:25]([CH3:32])[CH2:26][C:27]([O:29][CH2:30][CH3:31])=[O:28]. The yield is 0.450. No catalyst specified. (3) The reactants are Br[C:2]1[CH:11]=[CH:10][C:9]2[C:4](=[CH:5][CH:6]=[CH:7][CH:8]=2)[CH:3]=1.[Li][C:13]([CH3:16])([CH3:15])[CH3:14].[Br:17][C:18]1[CH:31]=[CH:30][C:29]2[C:28](=[O:32])[C:27]3[C:22](=[CH:23][CH:24]=[CH:25][CH:26]=3)[C:21](=[O:33])[C:20]=2[CH:19]=1. The catalyst is C1COCC1.CCCCC. The product is [Br:17][C:18]1[CH:31]=[CH:30][C:29]2[C:28]([C:2]3[CH:11]=[CH:10][C:9]4[C:4](=[CH:5][CH:6]=[CH:7][CH:8]=4)[CH:3]=3)([OH:32])[C:27]3[C:22](=[CH:23][CH:24]=[CH:25][CH:26]=3)[C:21]([C:5]3[CH:4]=[CH:9][C:16]4[C:13](=[CH:15][CH:3]=[CH:2][CH:11]=4)[CH:14]=3)([OH:33])[C:20]=2[CH:19]=1. The yield is 0.930. (4) The reactants are C([O:5][P:6]([CH:13]([C:15]1[CH:16]=[N:17][C:18]([CH3:30])=[C:19]([O:22]CC2C=CC=CC=2)[C:20]=1[CH3:21])[OH:14])(=[O:12])[O:7]C(C)(C)C)(C)(C)C. The catalyst is CO.C(O)(=O)C.O.[Pd]. The product is [OH:14][CH:13]([P:6](=[O:5])([OH:7])[OH:12])[C:15]1[CH:16]=[N:17][C:18]([CH3:30])=[C:19]([OH:22])[C:20]=1[CH3:21]. The yield is 0.640. (5) The reactants are [CH:1]1([CH2:4][O:5][NH:6][C:7]([C:9]2[C:27]([NH:28][C:29]3[CH:34]=[CH:33][C:32]([Br:35])=[CH:31][C:30]=3[CH3:36])=[C:26]([F:37])[C:12]3[N:13]=[CH:14][N:15]([CH2:16][CH2:17][CH2:18][CH2:19][N:20]4[CH2:25][CH2:24][S:23][CH2:22][CH2:21]4)[C:11]=3[CH:10]=2)=[O:8])[CH2:3][CH2:2]1.[OH2:38].CC(C)=O.C[OH:44].C[N+]1([O-])CCOCC1. The catalyst is S([O-])([O-])(=O)=S.[Na+].[Na+].C(OCC)(=O)C.[Os](=O)(=O)(=O)=O. The product is [CH:1]1([CH2:4][O:5][NH:6][C:7]([C:9]2[C:27]([NH:28][C:29]3[CH:34]=[CH:33][C:32]([Br:35])=[CH:31][C:30]=3[CH3:36])=[C:26]([F:37])[C:12]3[N:13]=[CH:14][N:15]([CH2:16][CH2:17][CH2:18][CH2:19][N:20]4[CH2:25][CH2:24][S:23](=[O:44])(=[O:38])[CH2:22][CH2:21]4)[C:11]=3[CH:10]=2)=[O:8])[CH2:3][CH2:2]1. The yield is 0.710. (6) The reactants are S(Cl)(Cl)=O.[OH:5][C:6]1[N:7]=[CH:8][C:9]([C:12]([OH:14])=[O:13])=[N:10][CH:11]=1.[CH3:15]O. No catalyst specified. The product is [CH3:15][O:13][C:12]([C:9]1[CH:8]=[N:7][C:6]([OH:5])=[CH:11][N:10]=1)=[O:14]. The yield is 0.650. (7) The reactants are [F:1][C:2]1([F:18])[C:11]2([CH3:12])[CH:3]1[CH2:4][C:5]1[C:6]([C:13]([O:15]CC)=[O:14])=[N:7][NH:8][C:9]=1[CH2:10]2.C(O)C.[OH-].[Na+]. The catalyst is O. The product is [F:18][C:2]1([F:1])[C:11]2([CH3:12])[CH:3]1[CH2:4][C:5]1[C:6]([C:13]([OH:15])=[O:14])=[N:7][NH:8][C:9]=1[CH2:10]2. The yield is 0.940.